From a dataset of Catalyst prediction with 721,799 reactions and 888 catalyst types from USPTO. Predict which catalyst facilitates the given reaction. (1) Reactant: [C:1]([C:3]1[CH:4]=[C:5]([C:10]2[CH:11]=[C:12]([CH:17]=[CH:18][N:19]=2)[C:13]([O:15][CH3:16])=[O:14])[CH:6]=[CH:7][C:8]=1[OH:9])#[N:2].[F:20][C:21]([F:34])([F:33])[S:22](O[S:22]([C:21]([F:34])([F:33])[F:20])(=[O:24])=[O:23])(=[O:24])=[O:23].CCN(C(C)C)C(C)C. Product: [C:1]([C:3]1[CH:4]=[C:5]([C:10]2[CH:11]=[C:12]([CH:17]=[CH:18][N:19]=2)[C:13]([O:15][CH3:16])=[O:14])[CH:6]=[CH:7][C:8]=1[O:9][S:22]([C:21]([F:34])([F:33])[F:20])(=[O:24])=[O:23])#[N:2]. The catalyst class is: 4. (2) Reactant: C([Li])CCC.[NH2:6][C:7]1[S:8][CH:9]=[CH:10][N:11]=1.Cl[Si](C)(C)C.[CH3:17][C:18]([CH3:20])=[O:19]. Product: [NH2:6][C:7]1[S:8][C:9]([C:18]([OH:19])([CH3:20])[CH3:17])=[CH:10][N:11]=1. The catalyst class is: 1. (3) Reactant: [OH:1][C:2]([C:31]([F:34])([F:33])[F:32])([CH2:15][C:16]([CH3:30])([C:18]1[CH:23]=[CH:22][CH:21]=[C:20]([C:24]2([CH3:29])OCC[O:25]2)[CH:19]=1)[CH3:17])[CH2:3][N:4]1[C:13]2[C:8](=[CH:9][CH:10]=[CH:11][CH:12]=2)[C:7](=[O:14])[CH:6]=[CH:5]1.C(O)C.C1(C)C=CC(S(O)(=O)=O)=CC=1.[NH+]1C=CC=CC=1. Product: [C:24]([C:20]1[CH:19]=[C:18]([C:16]([CH3:30])([CH3:17])[CH2:15][C:2]([OH:1])([C:31]([F:32])([F:33])[F:34])[CH2:3][N:4]2[C:13]3[C:8](=[CH:9][CH:10]=[CH:11][CH:12]=3)[C:7](=[O:14])[CH:6]=[CH:5]2)[CH:23]=[CH:22][CH:21]=1)(=[O:25])[CH3:29]. The catalyst class is: 6. (4) The catalyst class is: 5. Product: [F:1][C:2]1[C:7]([O:8][CH3:9])=[CH:6][C:5]([O:10][CH3:11])=[C:4]([F:12])[C:3]=1[N:13]1[CH2:18][C:17]2[CH:19]=[N:20][C:21]3[N:25]([S:26]([C:29]4[CH:30]=[CH:31][CH:32]=[CH:33][CH:34]=4)(=[O:28])=[O:27])[C:24]([CH2:35][N:36]4[CH2:37][CH2:38][O:39][CH2:40][CH2:41]4)=[CH:23][C:22]=3[C:16]=2[N:15]([CH2:51][C:49]2[CH:48]=[CH:47][N:46]=[C:45]([O:44][CH3:43])[CH:50]=2)[C:14]1=[O:42]. Reactant: [F:1][C:2]1[C:7]([O:8][CH3:9])=[CH:6][C:5]([O:10][CH3:11])=[C:4]([F:12])[C:3]=1[N:13]1[CH2:18][C:17]2[CH:19]=[N:20][C:21]3[N:25]([S:26]([C:29]4[CH:34]=[CH:33][CH:32]=[CH:31][CH:30]=4)(=[O:28])=[O:27])[C:24]([CH2:35][N:36]4[CH2:41][CH2:40][O:39][CH2:38][CH2:37]4)=[CH:23][C:22]=3[C:16]=2[NH:15][C:14]1=[O:42].[CH3:43][O:44][C:45]1[CH:50]=[C:49]([CH2:51]O)[CH:48]=[CH:47][N:46]=1.O1CCCC1.C1(P(C2C=CC=CC=2)C2C=CC=CC=2)C=CC=CC=1.N(C(OCC)=O)=NC(OCC)=O. (5) Reactant: Br[C:2]1[S:3][CH:4]=[CH:5][N:6]=1.C([Mg]Cl)(C)C.[C:12]([C:15]1[CH:24]=[CH:23][C:18]([C:19]([O:21][CH3:22])=[O:20])=[CH:17][CH:16]=1)(=[O:14])[CH3:13]. Product: [OH:14][C:12]([C:15]1[CH:24]=[CH:23][C:18]([C:19]([O:21][CH3:22])=[O:20])=[CH:17][CH:16]=1)([C:2]1[S:3][CH:4]=[CH:5][N:6]=1)[CH3:13]. The catalyst class is: 7. (6) Reactant: [O:1]1[C:5]2[CH:6]=[CH:7][CH:8]=[CH:9][C:4]=2[N:3]=[C:2]1[C:10]1[CH:11]=[CH:12][C:13]([CH3:17])=[C:14]([OH:16])[CH:15]=1.[H-].[Na+].Br[CH2:21][O:22][CH2:23]Br. Product: [CH3:21][O:22][CH2:23][O:16][C:14]1[CH:15]=[C:10]([C:2]2[O:1][C:5]3[CH:6]=[CH:7][CH:8]=[CH:9][C:4]=3[N:3]=2)[CH:11]=[CH:12][C:13]=1[CH3:17]. The catalyst class is: 1. (7) The catalyst class is: 38. Reactant: [CH2:1]([O:3][C:4](=[O:22])[CH2:5][CH:6]1[CH2:15][C:14]2[C:9](=[CH:10][CH:11]=[C:12]([O:16][CH2:17][CH2:18][CH2:19][NH2:20])[CH:13]=2)[NH:8][C:7]1=[O:21])[CH3:2].[N+]([O-])(O)=O.CC1([C:34]([NH2:36])=[NH:35])C=C(C)N=N1.C(N(C(C)C)CC)(C)C. Product: [CH2:1]([O:3][C:4](=[O:22])[CH2:5][CH:6]1[CH2:15][C:14]2[C:9](=[CH:10][CH:11]=[C:12]([O:16][CH2:17][CH2:18][CH2:19][NH:20][C:34]([NH2:36])=[NH:35])[CH:13]=2)[NH:8][C:7]1=[O:21])[CH3:2].